The task is: Predict which catalyst facilitates the given reaction.. This data is from Catalyst prediction with 721,799 reactions and 888 catalyst types from USPTO. (1) Reactant: C([O:3][C:4](=[O:25])[C:5]1[CH:10]=[CH:9][C:8]([O:11][CH2:12][CH2:13][CH2:14][N:15]2[CH2:20][CH2:19][N:18]([CH:21]3[CH2:23][CH2:22]3)[CH2:17][CH2:16]2)=[C:7]([F:24])[CH:6]=1)C.[OH-].[Na+]. Product: [CH:21]1([N:18]2[CH2:17][CH2:16][N:15]([CH2:14][CH2:13][CH2:12][O:11][C:8]3[CH:9]=[CH:10][C:5]([C:4]([OH:25])=[O:3])=[CH:6][C:7]=3[F:24])[CH2:20][CH2:19]2)[CH2:23][CH2:22]1. The catalyst class is: 12. (2) Reactant: OO.[C:3]([C:5]1[CH:25]=[CH:24][C:8]([C:9]([N:11]([CH2:19][C:20]([CH3:23])([CH3:22])[CH3:21])[C:12]2[CH:17]=[CH:16][CH:15]=[C:14]([CH3:18])[N:13]=2)=[O:10])=[C:7]([F:26])[CH:6]=1)#[N:4].C(=O)([O-])[O-:28].[K+].[K+].CS(C)=O. Product: [CH3:21][C:20]([CH3:22])([CH3:23])[CH2:19][N:11]([C:12]1[CH:17]=[CH:16][CH:15]=[C:14]([CH3:18])[N:13]=1)[C:9]([C:8]1[CH:24]=[CH:25][C:5]([C:3]([NH2:4])=[O:28])=[CH:6][C:7]=1[F:26])=[O:10]. The catalyst class is: 6. (3) Reactant: [CH3:1][O:2][CH2:3][C:4]1[C:13]([C:14]([OH:16])=O)=[CH:12][C:11]2[C:6](=[N:7][C:8]([C:17]([F:20])([F:19])[F:18])=[CH:9][CH:10]=2)[N:5]=1.[N+](C1C=CC(O)=CC=1)([O-])=O.C1(N=C=NC2CCCCC2)CCCCC1.[C:46]1(=[O:53])[CH2:51][CH2:50][CH2:49][C:48](=[O:52])[CH2:47]1.CC(C)(O)C#N. Product: [CH3:1][O:2][CH2:3][C:4]1[C:13]([C:14]([CH:47]2[C:48](=[O:52])[CH2:49][CH2:50][CH2:51][C:46]2=[O:53])=[O:16])=[CH:12][C:11]2[C:6](=[N:7][C:8]([C:17]([F:20])([F:19])[F:18])=[CH:9][CH:10]=2)[N:5]=1. The catalyst class is: 556. (4) Reactant: C([O:3][C:4](=[O:18])[CH2:5][C:6]1[C:14]2[C:9](=[CH:10][CH:11]=[CH:12][CH:13]=2)[N:8]([C:15](=[O:17])[NH2:16])[CH:7]=1)C.[OH-].[Na+]. Product: [C:15]([N:8]1[C:9]2[C:14](=[CH:13][CH:12]=[CH:11][CH:10]=2)[C:6]([CH2:5][C:4]([OH:18])=[O:3])=[CH:7]1)(=[O:17])[NH2:16]. The catalyst class is: 24. (5) Reactant: [B-].[Na+].[Cl:3][C:4]1[CH:5]=[C:6]([C:10]2[C:19]3[C:14](=[CH:15][CH:16]=[C:17]([C:20]([C:28]4[CH:33]=[CH:32][C:31]([F:34])=[CH:30][CH:29]=4)([C:22]4[N:26]([CH3:27])[CH:25]=[N:24][CH:23]=4)[OH:21])[CH:18]=3)[N:13]3[N:35]=[N:36][N:37]=[C:12]3[N:11]=2)[CH:7]=[CH:8][CH:9]=1.C(Cl)Cl. Product: [Cl:3][C:4]1[CH:5]=[C:6]([CH:10]2[C:19]3[C:14](=[CH:15][CH:16]=[C:17]([C:20]([C:28]4[CH:33]=[CH:32][C:31]([F:34])=[CH:30][CH:29]=4)([C:22]4[N:26]([CH3:27])[CH:25]=[N:24][CH:23]=4)[OH:21])[CH:18]=3)[N:13]3[N:35]=[N:36][N:37]=[C:12]3[NH:11]2)[CH:7]=[CH:8][CH:9]=1. The catalyst class is: 5.